This data is from Forward reaction prediction with 1.9M reactions from USPTO patents (1976-2016). The task is: Predict the product of the given reaction. (1) Given the reactants [F:1][C:2]1[CH:9]=[C:8]([Br:10])[CH:7]=[CH:6][C:3]=1[CH:4]=[O:5].[CH2:11](O)[CH2:12][OH:13], predict the reaction product. The product is: [F:1][C:2]1[CH:9]=[C:8]([Br:10])[CH:7]=[CH:6][C:3]=1[CH:4]1[O:13][CH2:12][CH2:11][O:5]1. (2) Given the reactants [Li+].CC([N-]C(C)C)C.[C:9]([O:14][CH2:15][CH3:16])(=[O:13])[CH:10]([CH3:12])[CH3:11].Br[CH2:18][CH2:19][CH2:20][CH2:21][CH2:22][CH2:23][CH2:24][Br:25], predict the reaction product. The product is: [Br:25][CH2:24][CH2:23][CH2:22][CH2:21][CH2:20][CH2:19][CH2:18][C:10]([CH3:12])([CH3:11])[C:9]([O:14][CH2:15][CH3:16])=[O:13]. (3) Given the reactants [CH2:1]([Mg]Cl)[C:2]1[CH:7]=[CH:6][CH:5]=[CH:4][CH:3]=1.[C:10]1([CH3:24])[CH:15]=[CH:14][CH:13]=[CH:12][C:11]=1[C:16]1[CH:21]=[CH:20][N:19]=[C:18]([C:22]#[N:23])[N:17]=1.CC(O)CC.[BH4-].[Na+], predict the reaction product. The product is: [C:2]1([CH2:1][CH:22]([C:18]2[N:17]=[C:16]([C:11]3[CH:12]=[CH:13][CH:14]=[CH:15][C:10]=3[CH3:24])[CH:21]=[CH:20][N:19]=2)[NH2:23])[CH:7]=[CH:6][CH:5]=[CH:4][CH:3]=1. (4) Given the reactants [F:1][C:2]([F:35])([F:34])[O:3][C:4]1[CH:33]=[CH:32][C:7]([CH2:8][NH:9][C:10]([C@H:12]2[CH2:17][NH:16][CH2:15][CH2:14][N:13]2[S:18]([C:21]2[CH:26]=[CH:25][C:24]([O:27][C:28]([F:31])([F:30])[F:29])=[CH:23][CH:22]=2)(=[O:20])=[O:19])=[O:11])=[CH:6][CH:5]=1.Cl[C:37]1[S:38][C:39]2[C:44](=[O:45])[NH:43][N:42]=[CH:41][C:40]=2[N:46]=1.C(O)(C)C, predict the reaction product. The product is: [F:35][C:2]([F:1])([F:34])[O:3][C:4]1[CH:5]=[CH:6][C:7]([CH2:8][NH:9][C:10]([C@H:12]2[CH2:17][N:16]([C:37]3[S:38][C:39]4[C:44](=[O:45])[NH:43][N:42]=[CH:41][C:40]=4[N:46]=3)[CH2:15][CH2:14][N:13]2[S:18]([C:21]2[CH:26]=[CH:25][C:24]([O:27][C:28]([F:29])([F:30])[F:31])=[CH:23][CH:22]=2)(=[O:19])=[O:20])=[O:11])=[CH:32][CH:33]=1. (5) Given the reactants C(Cl)CCl.[OH:5][C:6]1[C:7]2[CH:8]=[C:9]([CH:17]=[CH:18][C:19]([OH:21])=O)[CH:10]=[N:11][C:12]=2[NH:13][C:14](=[O:16])[CH:15]=1.[CH2:22]([O:25][C:26]1[C:34]([O:35][CH3:36])=[CH:33][CH:32]=[CH:31][C:27]=1[CH2:28][NH:29][CH3:30])[CH2:23][CH3:24].C1C=CC2N(O)N=NC=2C=1.CCN(C(C)C)C(C)C, predict the reaction product. The product is: [OH:5][C:6]1[C:7]2[CH:8]=[C:9]([CH:17]=[CH:18][C:19]([N:29]([CH2:28][C:27]3[CH:31]=[CH:32][CH:33]=[C:34]([O:35][CH3:36])[C:26]=3[O:25][CH2:22][CH2:23][CH3:24])[CH3:30])=[O:21])[CH:10]=[N:11][C:12]=2[NH:13][C:14](=[O:16])[CH:15]=1.